From a dataset of Full USPTO retrosynthesis dataset with 1.9M reactions from patents (1976-2016). Predict the reactants needed to synthesize the given product. (1) Given the product [F:25][C:24]([F:27])([F:26])[C:22]([NH:1][CH2:2][CH:3]1[CH2:8][CH2:7][CH2:6][NH:5][CH2:4]1)=[O:23], predict the reactants needed to synthesize it. The reactants are: [NH2:1][CH2:2][CH:3]1[CH2:8][CH2:7][CH2:6][N:5](C(OC(C)(C)C)=O)[CH2:4]1.N1C=CC=CC=1.[C:22](O[C:22]([C:24]([F:27])([F:26])[F:25])=[O:23])([C:24]([F:27])([F:26])[F:25])=[O:23]. (2) Given the product [CH3:25][C:26]1[C:31]([CH3:32])=[CH:30][CH:29]=[CH:28][C:27]=1[N:33]1[CH2:34][CH2:35][N:36]([CH2:39][CH2:40][CH2:41][NH:42][C:2]2[N:10]=[CH:9][N:8]=[C:7]3[C:3]=2[N:4]=[C:5]([C:17]2[CH:22]=[CH:21][CH:20]=[CH:19][CH:18]=2)[N:6]3[C:11]2[CH:16]=[CH:15][CH:14]=[CH:13][CH:12]=2)[CH2:37][CH2:38]1, predict the reactants needed to synthesize it. The reactants are: Cl[C:2]1[N:10]=[CH:9][N:8]=[C:7]2[C:3]=1[N:4]=[C:5]([C:17]1[CH:22]=[CH:21][CH:20]=[CH:19][CH:18]=1)[N:6]2[C:11]1[CH:16]=[CH:15][CH:14]=[CH:13][CH:12]=1.Cl.Cl.[CH3:25][C:26]1[C:31]([CH3:32])=[CH:30][CH:29]=[CH:28][C:27]=1[N:33]1[CH2:38][CH2:37][N:36]([CH2:39][CH2:40][CH2:41][NH2:42])[CH2:35][CH2:34]1.C(N(CC)CC)C. (3) Given the product [Br:1][C:2]1[C:10]2[N:9]=[C:8]([CH3:11])[N:7]([CH2:19][C:20]3[CH:25]=[CH:24][CH:23]=[C:22]([Cl:26])[C:21]=3[Cl:27])[C:6]=2[CH:5]=[C:4]([N:12]2[CH2:17][CH2:16][O:15][CH2:14][CH2:13]2)[CH:3]=1, predict the reactants needed to synthesize it. The reactants are: [Br:1][C:2]1[C:10]2[N:9]=[C:8]([CH3:11])[NH:7][C:6]=2[CH:5]=[C:4]([N:12]2[CH2:17][CH2:16][O:15][CH2:14][CH2:13]2)[CH:3]=1.Br[CH2:19][C:20]1[CH:25]=[CH:24][CH:23]=[C:22]([Cl:26])[C:21]=1[Cl:27].C(=O)([O-])[O-].[K+].[K+].O.